This data is from Reaction yield outcomes from USPTO patents with 853,638 reactions. The task is: Predict the reaction yield, written as a fraction of the theoretical maximum amount of product (1.0 means a 100% yield; for example, 0.34 means a 34% yield). (1) The catalyst is C([O-])(=O)C.[Pd+2].C([O-])(=O)C.CC(C)=O. The yield is 0.330. The product is [CH2:1]([O:3][C:4](=[O:21])[NH:5][C:6]1[CH:11]=[CH:10][C:9]([NH:12][CH2:13][C:14]2[S:15][C:16]([Cl:19])=[CH:17][CH:18]=2)=[CH:8][C:7]=1[C:24]1[CH:23]=[N:22][C:31]2[C:26]([CH:25]=1)=[CH:27][CH:28]=[CH:29][CH:30]=2)[CH3:2]. The reactants are [CH2:1]([O:3][C:4](=[O:21])[NH:5][C:6]1[CH:11]=[CH:10][C:9]([NH:12][CH2:13][C:14]2[S:15][C:16]([Cl:19])=[CH:17][CH:18]=2)=[CH:8][C:7]=1I)[CH3:2].[N:22]1[C:31]2[C:26](=[CH:27][CH:28]=[CH:29][CH:30]=2)[CH:25]=[C:24](B(O)O)[CH:23]=1.C(=O)([O-])[O-].[K+].[K+]. (2) The reactants are [CH:1]1([OH:6])[CH2:5][CH2:4][CH2:3][CH2:2]1.Cl[C:8]([O:10][C:11]1[CH:16]=[CH:15][C:14]([N+:17]([O-:19])=[O:18])=[CH:13][CH:12]=1)=[O:9].C(N(CC)CC)C. The catalyst is C(Cl)Cl. The product is [C:8](=[O:9])([O:10][C:11]1[CH:12]=[CH:13][C:14]([N+:17]([O-:19])=[O:18])=[CH:15][CH:16]=1)[O:6][CH:1]1[CH2:5][CH2:4][CH2:3][CH2:2]1. The yield is 0.590. (3) The reactants are [CH3:1][NH:2][C:3]1[CH:8]=[CH:7][N:6]=[CH:5][CH:4]=1.[N+:9]([C:12]1[CH:13]=[C:14]([CH:18]=[CH:19][CH:20]=1)[C:15](Cl)=[O:16])([O-:11])=[O:10].C(N(CC)C(C)C)(C)C.CN(C1C=CC=CN=1)C. The catalyst is ClCCl. The product is [CH3:1][N:2]([C:3]1[CH:8]=[CH:7][N:6]=[CH:5][CH:4]=1)[C:15](=[O:16])[C:14]1[CH:18]=[CH:19][CH:20]=[C:12]([N+:9]([O-:11])=[O:10])[CH:13]=1. The yield is 1.00. (4) The yield is 0.610. The reactants are [NH:1]([C:8]1[N:17]([C:18]2[CH:23]=[CH:22][CH:21]=[CH:20][CH:19]=2)[C:16]2[N:15]=[C:14]([C:24](OCC)=[O:25])[C:13]([F:29])=[CH:12][C:11]=2[C:10](=[O:30])[CH:9]=1)[C:2]1[CH:7]=[CH:6][CH:5]=[CH:4][CH:3]=1.[H-].[H-].[H-].[H-].[Li+].[Al+3]. The catalyst is C1COCC1. The product is [NH:1]([C:8]1[N:17]([C:18]2[CH:23]=[CH:22][CH:21]=[CH:20][CH:19]=2)[C:16]2[C:11]([C:10](=[O:30])[CH:9]=1)=[CH:12][C:13]([F:29])=[C:14]([CH2:24][OH:25])[N:15]=2)[C:2]1[CH:7]=[CH:6][CH:5]=[CH:4][CH:3]=1. (5) The reactants are [CH:1]([C:4]1[CH:5]=[C:6]([C:18]([OH:20])=[O:19])[CH:7]=[C:8]2[C:13]=1[O:12][C:11]([CH3:15])([CH3:14])[CH2:10][C:9]2([CH3:17])[CH3:16])([CH3:3])[CH3:2].[CH2:21]([O:28][C:29](=[O:39])[CH:30]=[CH:31][C:32]1[CH:37]=[CH:36][C:35](O)=[CH:34][CH:33]=1)[C:22]1[CH:27]=[CH:26][CH:25]=[CH:24][CH:23]=1.Cl.CN(C)CCCN=C=NCC.C(OCC)(=O)C. The catalyst is ClCCl.CN(C)C1C=CN=CC=1.CCCCCC. The product is [CH2:21]([O:28][C:29]([CH:30]=[CH:31][C:32]1[CH:37]=[CH:36][C:35]([O:19][C:18]([C:6]2[CH:7]=[C:8]3[C:13](=[C:4]([CH:1]([CH3:3])[CH3:2])[CH:5]=2)[O:12][C:11]([CH3:14])([CH3:15])[CH2:10][C:9]3([CH3:17])[CH3:16])=[O:20])=[CH:34][CH:33]=1)=[O:39])[C:22]1[CH:23]=[CH:24][CH:25]=[CH:26][CH:27]=1. The yield is 0.830. (6) The catalyst is CO. The yield is 0.980. The reactants are CC1(C)[O:7][C:6](=[O:8])[CH2:5][C:4](=[O:9])O1.[CH:11]([NH:14][C:15]1[CH:22]=[CH:21][CH:20]=[CH:19][C:16]=1[CH:17]=O)([CH3:13])[CH3:12].C(O)(=O)C.C(N)CN. The product is [CH:11]([N:14]1[C:15]2[C:16](=[CH:19][CH:20]=[CH:21][CH:22]=2)[CH:17]=[C:5]([C:6]([OH:7])=[O:8])[C:4]1=[O:9])([CH3:13])[CH3:12]. (7) The reactants are [CH3:1][S:2][C:3]1[CH:8]=[CH:7][C:6]([Mg]Br)=[CH:5][CH:4]=1.[CH2:11]([O:18][C:19]1[CH:26]=[CH:25][CH:24]=[CH:23][C:20]=1[CH:21]=[O:22])[C:12]1[CH:17]=[CH:16][CH:15]=[CH:14][CH:13]=1.[Cl-].[NH4+]. The catalyst is C1COCC1. The product is [CH2:11]([O:18][C:19]1[CH:26]=[CH:25][CH:24]=[CH:23][C:20]=1[CH:21]([C:6]1[CH:7]=[CH:8][C:3]([S:2][CH3:1])=[CH:4][CH:5]=1)[OH:22])[C:12]1[CH:13]=[CH:14][CH:15]=[CH:16][CH:17]=1. The yield is 0.950.